From a dataset of Reaction yield outcomes from USPTO patents with 853,638 reactions. Predict the reaction yield, written as a fraction of the theoretical maximum amount of product (1.0 means a 100% yield; for example, 0.34 means a 34% yield). (1) The reactants are O=[C:2]1[CH2:7][CH2:6][N:5]([C:8]([O:10][C:11]([CH3:14])([CH3:13])[CH3:12])=[O:9])[CH2:4][CH2:3]1.[CH2:15]([NH2:17])[CH3:16]. The catalyst is [Pd].C(O)C. The product is [CH2:15]([NH:17][CH:2]1[CH2:7][CH2:6][N:5]([C:8]([O:10][C:11]([CH3:14])([CH3:13])[CH3:12])=[O:9])[CH2:4][CH2:3]1)[CH3:16]. The yield is 0.840. (2) The reactants are [Cl:1][C:2]1[C:9]([O:10][CH3:11])=[CH:8][CH:7]=[CH:6][C:3]=1[CH:4]=O.[CH3:12][S:13][CH2:14][S:15]([CH3:17])=[O:16]. The catalyst is C1COCC1. The product is [Cl:1][C:2]1[C:3]([CH:4]=[C:14]([S:13][CH3:12])[S:15]([CH3:17])=[O:16])=[CH:6][CH:7]=[CH:8][C:9]=1[O:10][CH3:11]. The yield is 0.480. (3) The reactants are C(OC([N:6]1[CH2:10][CH2:9][CH:8]([CH2:11][O:12][C:13]([O:15][CH:16]=[CH2:17])=[O:14])[CH2:7]1)=O)=C.[ClH:18]. The catalyst is C(Cl)Cl. The product is [ClH:18].[CH:16]([O:15][C:13](=[O:14])[O:12][CH2:11][CH:8]1[CH2:9][CH2:10][NH:6][CH2:7]1)=[CH2:17]. The yield is 0.990. (4) The reactants are [Cl:1][C:2]1[CH:3]=[C:4]([CH:7]=[CH:8][CH:9]=1)[CH:5]=[O:6].[CH:10]([Mg]Cl)=[CH2:11]. The catalyst is C1COCC1. The product is [Cl:1][C:2]1[CH:3]=[C:4]([CH:5]([OH:6])[CH:10]=[CH2:11])[CH:7]=[CH:8][CH:9]=1. The yield is 0.440. (5) The reactants are [NH:1]([CH:3]1[CH2:8][CH:7]2[CH2:9][CH:4]1[CH2:5][N:6]2[C:10]([O:12][CH2:13][C:14]1[CH:19]=[CH:18][CH:17]=[CH:16][CH:15]=1)=[O:11])[NH2:2].[O:20]([C:27]1[CH:32]=[CH:31][C:30]([C:33](OC)=[C:34]([C:37]#[N:38])[C:35]#[N:36])=[CH:29][CH:28]=1)[C:21]1[CH:26]=[CH:25][CH:24]=[CH:23][CH:22]=1.C(N(CC)CC)C. The catalyst is C(O)C. The product is [NH2:38][C:37]1[N:1]([CH:3]2[CH2:8][CH:7]3[CH2:9][CH:4]2[CH2:5][N:6]3[C:10]([O:12][CH2:13][C:14]2[CH:19]=[CH:18][CH:17]=[CH:16][CH:15]=2)=[O:11])[N:2]=[C:33]([C:30]2[CH:31]=[CH:32][C:27]([O:20][C:21]3[CH:26]=[CH:25][CH:24]=[CH:23][CH:22]=3)=[CH:28][CH:29]=2)[C:34]=1[C:35]#[N:36]. The yield is 0.801.